This data is from Catalyst prediction with 721,799 reactions and 888 catalyst types from USPTO. The task is: Predict which catalyst facilitates the given reaction. (1) Reactant: Br[C:2]1[S:3][C:4]([C:7]2[CH:8]=[N:9][N:10]3[CH:15]=[CH:14][C:13]([N:16]4[CH2:20][CH2:19][CH2:18][C@@H:17]4[C:21]4[CH:26]=[C:25]([F:27])[CH:24]=[CH:23][C:22]=4[F:28])=[N:12][C:11]=23)=[N:5][N:6]=1.[NH:29]1[CH2:34][CH2:33][NH:32][CH2:31][CH2:30]1.CCN(C(C)C)C(C)C.O. Product: [F:28][C:22]1[CH:23]=[CH:24][C:25]([F:27])=[CH:26][C:21]=1[C@H:17]1[CH2:18][CH2:19][CH2:20][N:16]1[C:13]1[CH:14]=[CH:15][N:10]2[N:9]=[CH:8][C:7]([C:4]3[S:3][C:2]([N:29]4[CH2:34][CH2:33][NH:32][CH2:31][CH2:30]4)=[N:6][N:5]=3)=[C:11]2[N:12]=1. The catalyst class is: 3. (2) Reactant: C([O:9][CH2:10][C:11]1[CH:16]=[C:15]([Cl:17])[N:14]=[CH:13][N:12]=1)(=O)C1C=CC=CC=1.C[O-].[Na+]. Product: [Cl:17][C:15]1[N:14]=[CH:13][N:12]=[C:11]([CH2:10][OH:9])[CH:16]=1. The catalyst class is: 5. (3) Reactant: [NH2:1][C:2]1[CH:3]=[C:4]([OH:17])[CH:5]=[CH:6][C:7]=1/[CH:8]=[CH:9]/[C:10]1[CH:15]=[CH:14][C:13]([OH:16])=[CH:12][CH:11]=1.[C:18](OC(=O)C)(=[O:20])[CH3:19].CCN(CC)CC.C([O-])([O-])=O.[K+].[K+]. Product: [OH:17][C:4]1[CH:5]=[CH:6][C:7](/[CH:8]=[CH:9]/[C:10]2[CH:15]=[CH:14][C:13]([OH:16])=[CH:12][CH:11]=2)=[C:2]([NH:1][C:18](=[O:20])[CH3:19])[CH:3]=1. The catalyst class is: 87. (4) Reactant: C[O:2][C:3]([C@@H:5]1[CH2:7][C@@H:6]1[C:8]1[C:16]2[C:11](=[C:12]([C:17]3[N:21]=[C:20]([C:22]4[CH:27]=[CH:26][C:25]([O:28][CH:29]([CH3:31])[CH3:30])=[C:24]([Cl:32])[CH:23]=4)[O:19][N:18]=3)[CH:13]=[CH:14][CH:15]=2)[N:10]([CH3:33])[CH:9]=1)=[O:4].[OH-].[Na+].Cl. Product: [Cl:32][C:24]1[CH:23]=[C:22]([C:20]2[O:19][N:18]=[C:17]([C:12]3[CH:13]=[CH:14][CH:15]=[C:16]4[C:11]=3[N:10]([CH3:33])[CH:9]=[C:8]4[C@H:6]3[CH2:7][C@H:5]3[C:3]([OH:4])=[O:2])[N:21]=2)[CH:27]=[CH:26][C:25]=1[O:28][CH:29]([CH3:30])[CH3:31]. The catalyst class is: 1. (5) Reactant: [CH3:1][O:2][C:3]1[CH:10]=[CH:9][C:6]([CH2:7][NH2:8])=[CH:5][CH:4]=1.[F:11][C:12]1[C:21]([I:22])=[C:20]([CH3:23])[CH:19]=[CH:18][C:13]=1[C:14](Cl)=[N:15][OH:16].O. Product: [F:11][C:12]1[C:21]([I:22])=[C:20]([CH3:23])[CH:19]=[CH:18][C:13]=1[C:14](=[N:15][OH:16])[NH:8][CH2:7][C:6]1[CH:9]=[CH:10][C:3]([O:2][CH3:1])=[CH:4][CH:5]=1. The catalyst class is: 7. (6) Reactant: [CH3:1][O:2][C:3]([C:5]1[CH:10]([C:11]2[CH:16]=[CH:15][C:14]([F:17])=[C:13]([F:18])[CH:12]=2)[NH:9][C:8](=[O:19])[NH:7][C:6]=1[CH2:20][O:21][CH3:22])=[O:4].C[Si](C)(C)[N-][Si](C)(C)C.[Li+].Cl[C:34]([O:36][C:37]1[CH:42]=[CH:41][C:40]([N+:43]([O-:45])=[O:44])=[CH:39][CH:38]=1)=[O:35]. Product: [CH3:1][O:2][C:3]([C:5]1[CH:10]([C:11]2[CH:16]=[CH:15][C:14]([F:17])=[C:13]([F:18])[CH:12]=2)[N:9]([C:34]([O:36][C:37]2[CH:38]=[CH:39][C:40]([N+:43]([O-:45])=[O:44])=[CH:41][CH:42]=2)=[O:35])[C:8](=[O:19])[NH:7][C:6]=1[CH2:20][O:21][CH3:22])=[O:4]. The catalyst class is: 1. (7) Reactant: [Br:1][C:2]1[CH:3]=[C:4]([Br:26])[C:5]2[N:10]=[C:9]([C:11]3[N:12]([C:17]4[C:22]([Cl:23])=[CH:21][CH:20]=[CH:19][N:18]=4)[CH:13]=[C:14]([Br:16])[CH:15]=3)[O:8][C:7](=[O:24])[C:6]=2[CH:25]=1.O.[NH2:28][NH2:29].O1CCCC1. The catalyst class is: 6. Product: [Br:16][C:14]1[CH:15]=[C:11]([C:9]([NH:10][C:5]2[C:4]([Br:26])=[CH:3][C:2]([Br:1])=[CH:25][C:6]=2[C:7]([NH:28][NH2:29])=[O:24])=[O:8])[N:12]([C:17]2[C:22]([Cl:23])=[CH:21][CH:20]=[CH:19][N:18]=2)[CH:13]=1.